Dataset: NCI-60 drug combinations with 297,098 pairs across 59 cell lines. Task: Regression. Given two drug SMILES strings and cell line genomic features, predict the synergy score measuring deviation from expected non-interaction effect. Drug 1: CCCCC(=O)OCC(=O)C1(CC(C2=C(C1)C(=C3C(=C2O)C(=O)C4=C(C3=O)C=CC=C4OC)O)OC5CC(C(C(O5)C)O)NC(=O)C(F)(F)F)O. Drug 2: C1C(C(OC1N2C=NC3=C2NC=NCC3O)CO)O. Cell line: MDA-MB-231. Synergy scores: CSS=36.4, Synergy_ZIP=-9.58, Synergy_Bliss=-10.5, Synergy_Loewe=-11.2, Synergy_HSA=-8.73.